The task is: Regression. Given two drug SMILES strings and cell line genomic features, predict the synergy score measuring deviation from expected non-interaction effect.. This data is from NCI-60 drug combinations with 297,098 pairs across 59 cell lines. (1) Drug 2: CCC1(C2=C(COC1=O)C(=O)N3CC4=CC5=C(C=CC(=C5CN(C)C)O)N=C4C3=C2)O.Cl. Synergy scores: CSS=33.5, Synergy_ZIP=0.0949, Synergy_Bliss=3.30, Synergy_Loewe=-32.8, Synergy_HSA=1.78. Drug 1: CN(C)N=NC1=C(NC=N1)C(=O)N. Cell line: DU-145. (2) Drug 1: CC1=CC2C(CCC3(C2CCC3(C(=O)C)OC(=O)C)C)C4(C1=CC(=O)CC4)C. Drug 2: CC1=CC=C(C=C1)C2=CC(=NN2C3=CC=C(C=C3)S(=O)(=O)N)C(F)(F)F. Cell line: MCF7. Synergy scores: CSS=-8.37, Synergy_ZIP=2.18, Synergy_Bliss=-4.01, Synergy_Loewe=-18.4, Synergy_HSA=-14.7.